Dataset: Forward reaction prediction with 1.9M reactions from USPTO patents (1976-2016). Task: Predict the product of the given reaction. Given the reactants C(OC(=O)[NH:10][C@@H:11]1[CH2:16][CH2:15][CH2:14][CH2:13][C@H:12]1[CH2:17][N:18]([C:29]([O:31][C:32]([CH3:35])([CH3:34])[CH3:33])=[O:30])[CH2:19][CH2:20][CH2:21][C:22]1[CH:27]=[CH:26][C:25]([F:28])=[CH:24][CH:23]=1)C1C=CC=CC=1, predict the reaction product. The product is: [C:32]([O:31][C:29]([N:18]([CH2:17][C@@H:12]1[CH2:13][CH2:14][CH2:15][CH2:16][C@H:11]1[NH2:10])[CH2:19][CH2:20][CH2:21][C:22]1[CH:27]=[CH:26][C:25]([F:28])=[CH:24][CH:23]=1)=[O:30])([CH3:35])([CH3:33])[CH3:34].